This data is from Forward reaction prediction with 1.9M reactions from USPTO patents (1976-2016). The task is: Predict the product of the given reaction. (1) The product is: [C:1]1([C:7]2[C:11]3[CH2:12][N:13]([C:16]([O:18][CH2:19][C:20]4[CH:25]=[CH:24][CH:23]=[CH:22][CH:21]=4)=[O:17])[CH2:14][CH2:15][C:10]=3[NH:9][N:8]=2)[CH:2]=[CH:3][CH:4]=[CH:5][CH:6]=1. Given the reactants [C:1]1([C:7]2[C:11]3[CH2:12][NH:13][CH2:14][CH2:15][C:10]=3[NH:9][N:8]=2)[CH:6]=[CH:5][CH:4]=[CH:3][CH:2]=1.[C:16](Cl)([O:18][CH2:19][C:20]1[CH:25]=[CH:24][CH:23]=[CH:22][CH:21]=1)=[O:17], predict the reaction product. (2) The product is: [CH:17]1([N:16]([CH2:15][C:14]2[C:9]3[CH:8]=[C:7]([CH:1]4[CH2:2][CH2:3][CH2:4][CH2:5][CH2:6]4)[S:24][C:10]=3[N:11]=[C:12]([CH3:23])[N:13]=2)[C:28](=[O:30])[CH3:29])[CH2:18][CH2:19][CH2:20][CH2:21][CH2:22]1. Given the reactants [CH:1]1([C:7]2[S:24][C:10]3[N:11]=[C:12]([CH3:23])[N:13]=[C:14]([CH2:15][NH:16][CH:17]4[CH2:22][CH2:21][CH2:20][CH2:19][CH2:18]4)[C:9]=3[CH:8]=2)[CH2:6][CH2:5][CH2:4][CH2:3][CH2:2]1.C(Cl)Cl.[C:28](Cl)(=[O:30])[CH3:29], predict the reaction product. (3) Given the reactants [CH3:1][O:2][C:3]([C:5]1[O:6][CH:7]=[CH:8][CH:9]=1)=[O:4].Br[C:11]12[CH2:20][CH:15]3[CH2:16][CH:17]([CH2:19][CH:13]([CH2:14]3)[CH2:12]1)[CH2:18]2.[Al+3].[Cl-].[Cl-].[Cl-], predict the reaction product. The product is: [CH3:1][O:2][C:3]([C:5]1[O:6][C:7]([C:11]23[CH2:20][CH:15]4[CH2:16][CH:17]([CH2:19][CH:13]([CH2:14]4)[CH2:12]2)[CH2:18]3)=[CH:8][CH:9]=1)=[O:4]. (4) Given the reactants CON(C)[C:4]([C:6]1[C:7]([NH2:15])=[N:8][C:9]([S:12][CH2:13][CH3:14])=[N:10][CH:11]=1)=[O:5].Br[C:18]1[CH:23]=[C:22]([Cl:24])[CH:21]=[CH:20][C:19]=1[O:25][CH3:26], predict the reaction product. The product is: [NH2:15][C:7]1[C:6]([C:4]([C:18]2[CH:23]=[C:22]([Cl:24])[CH:21]=[CH:20][C:19]=2[O:25][CH3:26])=[O:5])=[CH:11][N:10]=[C:9]([S:12][CH2:13][CH3:14])[N:8]=1. (5) Given the reactants [I-].[CH3:2][S+](C)(C)=O.[OH-].[Na+].[O:9]1[CH2:14][CH2:13][C:12](=[O:15])[CH2:11][CH2:10]1.[Na+].[Cl-].[NH:18]1[CH2:26][CH2:25][CH:21]([C:22]([NH2:24])=[O:23])[CH2:20][CH2:19]1, predict the reaction product. The product is: [OH:15][C:12]1([CH2:2][N:18]2[CH2:26][CH2:25][CH:21]([C:22]([NH2:24])=[O:23])[CH2:20][CH2:19]2)[CH2:13][CH2:14][O:9][CH2:10][CH2:11]1. (6) The product is: [CH2:1]([O:5][C:6]1[C:7]2[C:14]([CH2:15][CH:16]=[CH:17][C:18]([NH2:20])=[O:19])=[CH:13][NH:12][C:8]=2[N:9]=[CH:10][N:11]=1)[CH:2]([CH3:4])[CH3:3]. Given the reactants [CH2:1]([O:5][C:6]1[C:7]2[C:14]([CH2:15][CH:16]=[CH:17][C:18]([NH2:20])=[O:19])=[CH:13][N:12](S(C3C=CC(C)=CC=3)(=O)=O)[C:8]=2[N:9]=[CH:10][N:11]=1)[CH:2]([CH3:4])[CH3:3].[OH-].[Li+].C(O)(=O)CC(CC(O)=O)(C(O)=O)O, predict the reaction product. (7) Given the reactants C([Mg]Cl)(C)C.I[C:7]1[CH:12]=[C:11]([C:13]([F:16])([F:15])[F:14])[CH:10]=[CH:9][C:8]=1[CH2:17][CH3:18].C[O:20][B:21](OC)[O:22]C.Cl, predict the reaction product. The product is: [CH2:17]([C:8]1[CH:9]=[CH:10][C:11]([C:13]([F:16])([F:15])[F:14])=[CH:12][C:7]=1[B:21]([OH:22])[OH:20])[CH3:18]. (8) Given the reactants [Cl:1][C:2]1[CH:3]=[C:4]([CH:7]=[C:8]([O:10][C:11]2[C:16](=[O:17])[N:15]([CH2:18][C:19]3[CH:24]=[C:23](Cl)[N:22]=[N:21][C:20]=3[O:26][CH3:27])[CH:14]=[N:13][C:12]=2[C:28]([F:31])([F:30])[F:29])[CH:9]=1)[C:5]#[N:6].[C:32]1(B(O)O)[CH:37]=[CH:36][CH:35]=[CH:34][CH:33]=1.[O-]P([O-])([O-])=O.[K+].[K+].[K+], predict the reaction product. The product is: [Cl:1][C:2]1[CH:3]=[C:4]([CH:7]=[C:8]([O:10][C:11]2[C:16](=[O:17])[N:15]([CH2:18][C:19]3[CH:24]=[C:23]([C:32]4[CH:37]=[CH:36][CH:35]=[CH:34][CH:33]=4)[N:22]=[N:21][C:20]=3[O:26][CH3:27])[CH:14]=[N:13][C:12]=2[C:28]([F:30])([F:29])[F:31])[CH:9]=1)[C:5]#[N:6]. (9) Given the reactants C([O:3][C:4]([C:6]1[CH:11]=[C:10]([O:12][CH2:13][C:14]2[CH:19]=[CH:18][CH:17]=[CH:16][CH:15]=2)[CH:9]=[C:8]([CH2:20][O:21][CH:22]2[CH2:27][CH2:26][CH2:25][CH2:24][O:23]2)[N:7]=1)=[O:5])C.[OH-].[Na+].O, predict the reaction product. The product is: [CH2:13]([O:12][C:10]1[CH:9]=[C:8]([CH2:20][O:21][CH:22]2[CH2:27][CH2:26][CH2:25][CH2:24][O:23]2)[N:7]=[C:6]([C:4]([OH:5])=[O:3])[CH:11]=1)[C:14]1[CH:19]=[CH:18][CH:17]=[CH:16][CH:15]=1. (10) Given the reactants [N:1]1C=[CH:5][CH:4]=[CH:3][C:2]=1N1CCC2OC(C3C=C(C)C=CC=3)=NC=2C1.[Cl:23][C:24]1[CH:29]=[CH:28][CH:27]=[CH:26][C:25]=1[C:30]1[O:31][C:32]2[CH2:33][N:34]([C:39]([O:41][CH2:42][C:43]3[CH:48]=[CH:47][CH:46]=[CH:45][CH:44]=3)=[O:40])[CH2:35][CH2:36][C:37]=2[N:38]=1.ClC1C=CC=CC=1C(O)=O, predict the reaction product. The product is: [Cl:23][C:24]1[CH:29]=[CH:28][CH:27]=[CH:26][C:25]=1[C:30]1[O:31][C:32]2[CH2:33][N:34]([C:39]([O:41][CH2:42][C:43]3[CH:44]=[CH:45][CH:46]=[CH:47][CH:48]=3)=[O:40])[CH2:35][CH2:36][C:37]=2[N:38]=1.[Cl:23][C:24]1[CH:29]=[CH:28][CH:27]=[CH:26][C:25]=1[C:30]1[O:31][C:32]2[CH2:33][N:34]([C:39]3[CH:5]=[CH:4][CH:3]=[CH:2][N:1]=3)[CH2:35][CH2:36][C:37]=2[N:38]=1.